Dataset: Reaction yield outcomes from USPTO patents with 853,638 reactions. Task: Predict the reaction yield, written as a fraction of the theoretical maximum amount of product (1.0 means a 100% yield; for example, 0.34 means a 34% yield). (1) The reactants are [Cl:1][C:2]1[CH:3]=[C:4]([C:8]2[O:9][N:10]=[C:11]3[CH:16]=[CH:15][C:14]([C:17]([C:19]4[CH:24]=[CH:23][C:22]([CH3:25])=[CH:21][CH:20]=4)=[O:18])=[CH:13][C:12]=23)[CH:5]=[CH:6][CH:7]=1. The catalyst is C1COCC1.O. The product is [NH2:10][C:11]1[CH:16]=[CH:15][C:14]([C:17](=[O:18])[C:19]2[CH:20]=[CH:21][C:22]([CH3:25])=[CH:23][CH:24]=2)=[CH:13][C:12]=1[C:8]([C:4]1[CH:5]=[CH:6][CH:7]=[C:2]([Cl:1])[CH:3]=1)=[O:9]. The yield is 0.826. (2) The reactants are [CH2:1]([S:3][CH2:4][C:5]1[N:10]=[C:9]([C:11]2[S:12][C:13]3[CH:21]=[CH:20][CH:19]=[CH:18][C:14]=3[C:15](=[O:17])[N:16]=2)[CH:8]=[CH:7][CH:6]=1)[CH3:2].ClC1C=CC=C(C(OO)=[O:30])C=1. The catalyst is C(Cl)(Cl)Cl. The product is [CH2:1]([S:3]([CH2:4][C:5]1[N:10]=[C:9]([C:11]2[S:12][C:13]3[CH:21]=[CH:20][CH:19]=[CH:18][C:14]=3[C:15](=[O:17])[N:16]=2)[CH:8]=[CH:7][CH:6]=1)=[O:30])[CH3:2]. The yield is 0.910. (3) The product is [OH:30][CH2:29][C:28]([NH:27][C:14]([C:13]1[C:9]([C:7]2[S:6][C:5]3[CH:25]=[CH:26][C:2]([CH3:1])=[CH:3][C:4]=3[CH:8]=2)=[N:10][N:11]([CH2:17][O:18][CH2:19][CH2:20][Si:21]([CH3:24])([CH3:22])[CH3:23])[CH:12]=1)=[O:15])([CH3:32])[CH3:31]. The yield is 0.780. The reactants are [CH3:1][C:2]1[CH:26]=[CH:25][C:5]2[S:6][C:7]([C:9]3[C:13]([C:14](O)=[O:15])=[CH:12][N:11]([CH2:17][O:18][CH2:19][CH2:20][Si:21]([CH3:24])([CH3:23])[CH3:22])[N:10]=3)=[CH:8][C:4]=2[CH:3]=1.[NH2:27][C:28]([CH3:32])([CH3:31])[CH2:29][OH:30].CN(C(ON1N=NC2C=CC=NC1=2)=[N+](C)C)C.F[P-](F)(F)(F)(F)F.CCN(C(C)C)C(C)C. The catalyst is CN(C=O)C. (4) The reactants are C[N+]1([O-])CC[O:5]CC1.Cl[CH2:10][C:11]1[N:12]=[C:13]([C:16]2[CH:21]=[CH:20][C:19]([O:22][CH2:23][CH3:24])=[C:18]([O:25][CH2:26][CH3:27])[CH:17]=2)[S:14][CH:15]=1. The catalyst is C(#N)C. The product is [CH2:26]([O:25][C:18]1[CH:17]=[C:16]([C:13]2[S:14][CH:15]=[C:11]([CH:10]=[O:5])[N:12]=2)[CH:21]=[CH:20][C:19]=1[O:22][CH2:23][CH3:24])[CH3:27]. The yield is 0.860.